This data is from NCI-60 drug combinations with 297,098 pairs across 59 cell lines. The task is: Regression. Given two drug SMILES strings and cell line genomic features, predict the synergy score measuring deviation from expected non-interaction effect. (1) Drug 1: C1CN1C2=NC(=NC(=N2)N3CC3)N4CC4. Drug 2: CNC(=O)C1=NC=CC(=C1)OC2=CC=C(C=C2)NC(=O)NC3=CC(=C(C=C3)Cl)C(F)(F)F. Cell line: SK-MEL-2. Synergy scores: CSS=26.4, Synergy_ZIP=-23.7, Synergy_Bliss=-44.8, Synergy_Loewe=-44.9, Synergy_HSA=-42.3. (2) Drug 1: C1=CN(C(=O)N=C1N)C2C(C(C(O2)CO)O)O.Cl. Drug 2: CC12CCC3C(C1CCC2OP(=O)(O)O)CCC4=C3C=CC(=C4)OC(=O)N(CCCl)CCCl.[Na+]. Cell line: BT-549. Synergy scores: CSS=21.2, Synergy_ZIP=-7.56, Synergy_Bliss=-3.85, Synergy_Loewe=-6.78, Synergy_HSA=-1.18. (3) Drug 1: CC1C(C(=O)NC(C(=O)N2CCCC2C(=O)N(CC(=O)N(C(C(=O)O1)C(C)C)C)C)C(C)C)NC(=O)C3=C4C(=C(C=C3)C)OC5=C(C(=O)C(=C(C5=N4)C(=O)NC6C(OC(=O)C(N(C(=O)CN(C(=O)C7CCCN7C(=O)C(NC6=O)C(C)C)C)C)C(C)C)C)N)C. Drug 2: CS(=O)(=O)OCCCCOS(=O)(=O)C. Cell line: RXF 393. Synergy scores: CSS=19.0, Synergy_ZIP=-5.09, Synergy_Bliss=3.54, Synergy_Loewe=-23.9, Synergy_HSA=2.88. (4) Drug 1: CN1C(=O)N2C=NC(=C2N=N1)C(=O)N. Drug 2: CCC1=C2CN3C(=CC4=C(C3=O)COC(=O)C4(CC)O)C2=NC5=C1C=C(C=C5)O. Cell line: SNB-19. Synergy scores: CSS=11.7, Synergy_ZIP=1.51, Synergy_Bliss=6.16, Synergy_Loewe=-21.0, Synergy_HSA=-2.98. (5) Drug 1: CC1=C(C=C(C=C1)NC(=O)C2=CC=C(C=C2)CN3CCN(CC3)C)NC4=NC=CC(=N4)C5=CN=CC=C5. Drug 2: C1C(C(OC1N2C=NC(=NC2=O)N)CO)O. Cell line: MALME-3M. Synergy scores: CSS=9.11, Synergy_ZIP=-5.35, Synergy_Bliss=-2.77, Synergy_Loewe=-2.67, Synergy_HSA=-1.81. (6) Drug 1: C1CC(=O)NC(=O)C1N2C(=O)C3=CC=CC=C3C2=O. Drug 2: B(C(CC(C)C)NC(=O)C(CC1=CC=CC=C1)NC(=O)C2=NC=CN=C2)(O)O. Cell line: NCIH23. Synergy scores: CSS=26.5, Synergy_ZIP=-1.14, Synergy_Bliss=-5.91, Synergy_Loewe=-55.5, Synergy_HSA=-5.93.